This data is from Full USPTO retrosynthesis dataset with 1.9M reactions from patents (1976-2016). The task is: Predict the reactants needed to synthesize the given product. (1) Given the product [CH2:15]([O:14][C:12](=[O:13])/[CH:11]=[C:25](/[C:20]1[CH:21]=[C:22]([F:24])[CH:23]=[C:18]([Br:17])[CH:19]=1)\[C:27]1[O:28][CH:29]=[CH:30][N:31]=1)[CH3:16], predict the reactants needed to synthesize it. The reactants are: [H-].[Na+].C(OP([CH2:11][C:12]([O:14][CH2:15][CH3:16])=[O:13])(OCC)=O)C.[Br:17][C:18]1[CH:19]=[C:20]([C:25]([C:27]2[O:28][CH:29]=[CH:30][N:31]=2)=O)[CH:21]=[C:22]([F:24])[CH:23]=1.Cl. (2) Given the product [Br:30][C:31]1[CH:36]=[CH:35][C:34]([NH:37][CH2:38][C:39]2[CH:44]=[CH:43][C:42]([F:45])=[CH:41][C:40]=2[C:46]2[CH:47]=[CH:48][C:49]([C:52]([NH:58][CH2:62][CH2:26][C:27]([O:28][CH2:29][CH3:25])=[O:8])=[O:54])=[N:50][CH:51]=2)=[CH:33][C:32]=1[F:55], predict the reactants needed to synthesize it. The reactants are: CN(C([O:8]N1N=NC2C=CC=NC1=2)=[N+](C)C)C.F[P-](F)(F)(F)(F)F.[CH2:25]1[CH2:29][O:28][CH2:27][CH2:26]1.[Br:30][C:31]1[CH:36]=[CH:35][C:34]([NH:37][CH2:38][C:39]2[CH:44]=[CH:43][C:42]([F:45])=[CH:41][C:40]=2[C:46]2[CH:47]=[CH:48][C:49]([C:52]([OH:54])=O)=[N:50][CH:51]=2)=[CH:33][C:32]=1[F:55].CC[N:58]([CH:62](C)C)C(C)C. (3) Given the product [CH:1]1([C:4]2[NH:8][C:7]3[CH:9]=[C:10]([C:14]4[C:15]([CH3:20])=[N:16][O:17][C:18]=4[CH3:19])[CH:11]=[C:12]([C:28]([C:25]4[CH:26]=[CH:27][C:22]([F:21])=[CH:23][CH:24]=4)=[CH2:29])[C:6]=3[N:5]=2)[CH2:3][CH2:2]1, predict the reactants needed to synthesize it. The reactants are: [CH:1]1([C:4]2[NH:8][C:7]3[CH:9]=[C:10]([C:14]4[C:15]([CH3:20])=[N:16][O:17][C:18]=4[CH3:19])[CH:11]=[C:12](I)[C:6]=3[N:5]=2)[CH2:3][CH2:2]1.[F:21][C:22]1[CH:27]=[CH:26][C:25]([C:28](B(O)O)=[CH2:29])=[CH:24][CH:23]=1.